This data is from Forward reaction prediction with 1.9M reactions from USPTO patents (1976-2016). The task is: Predict the product of the given reaction. (1) Given the reactants C([N:5]1[C:9]2=[N:10][CH:11]=[N:12][C:13]([NH2:14])=[C:8]2[C:7]([C:15]2[CH:20]=[CH:19][CH:18]=[C:17]([CH3:21])[C:16]=2[CH3:22])=[N:6]1)(C)(C)C, predict the reaction product. The product is: [CH3:22][C:16]1[C:17]([CH3:21])=[CH:18][CH:19]=[CH:20][C:15]=1[C:7]1[C:8]2[C:9](=[N:10][CH:11]=[N:12][C:13]=2[NH2:14])[NH:5][N:6]=1. (2) Given the reactants [CH2:1]([O:8][C:9]1[CH:14]=[CH:13][C:12]([S:15]([N:18]2[CH2:23][CH:22]([OH:24])[CH2:21][CH2:20][CH:19]2[C:25]([OH:27])=[O:26])(=[O:17])=[O:16])=[CH:11][CH:10]=1)[C:2]1[CH:7]=[CH:6][CH:5]=[CH:4][CH:3]=1.[H-].[Na+].I[CH3:31].Cl, predict the reaction product. The product is: [CH2:1]([O:8][C:9]1[CH:10]=[CH:11][C:12]([S:15]([N:18]2[CH2:23][CH:22]([O:24][CH3:31])[CH2:21][CH2:20][CH:19]2[C:25]([OH:27])=[O:26])(=[O:16])=[O:17])=[CH:13][CH:14]=1)[C:2]1[CH:3]=[CH:4][CH:5]=[CH:6][CH:7]=1. (3) Given the reactants Br[C:2]1[C:7]([CH2:8][C:9]2([CH2:12][O:13][C:14]3[CH:19]=[CH:18][C:17]([O:20][CH3:21])=[CH:16][CH:15]=3)[CH2:11][CH2:10]2)=[C:6]([CH3:22])[N:5]=[C:4]([O:23][CH3:24])[C:3]=1[CH:25]([CH3:27])[CH3:26].C([Li])CCC.[C:33]([C:35]1[CH:36]=[C:37]([CH:40]=[C:41]([CH3:43])[CH:42]=1)C=O)#[N:34].[NH4+].[Cl-].C1C[O:49]CC1, predict the reaction product. The product is: [OH:49][C:37]1[C:36]([C:2]2[C:7]([CH2:8][C:9]3([CH2:12][O:13][C:14]4[CH:19]=[CH:18][C:17]([O:20][CH3:21])=[CH:16][CH:15]=4)[CH2:11][CH2:10]3)=[C:6]([CH3:22])[N:5]=[C:4]([O:23][CH3:24])[C:3]=2[CH:25]([CH3:27])[CH3:26])=[C:35]([CH:42]=[C:41]([CH3:43])[CH:40]=1)[C:33]#[N:34]. (4) Given the reactants [Cl:1][C:2]1[CH:34]=[CH:33][CH:32]=[C:31]([Cl:35])[C:3]=1[C:4]([NH:6][C@H:7]([CH2:12][C:13]1[CH:14]=[C:15]2[C:20](=[CH:21][CH:22]=1)[N:19]=[C:18]([C:23]1[C:28]([Cl:29])=[CH:27][CH:26]=[CH:25][C:24]=1[Cl:30])[CH:17]=[CH:16]2)[C:8](OC)=[O:9])=[O:5].[H-].[H-].[H-].[H-].[Li+].[Al+3], predict the reaction product. The product is: [Cl:1][C:2]1[CH:34]=[CH:33][CH:32]=[C:31]([Cl:35])[C:3]=1[C:4]([NH:6][C@@H:7]([CH2:8][OH:9])[CH2:12][C:13]1[CH:14]=[C:15]2[C:20](=[CH:21][CH:22]=1)[N:19]=[C:18]([C:23]1[C:28]([Cl:29])=[CH:27][CH:26]=[CH:25][C:24]=1[Cl:30])[CH:17]=[CH:16]2)=[O:5]. (5) Given the reactants [Cl:1][C:2]1[S:6][C:5]([NH:7][C:8](/[C:10](/[C:17]2[CH:18]=[CH:19][C:20]([NH:23]C(=O)OC(C)(C)C)=[N:21][CH:22]=2)=[CH:11]/[CH:12]2[CH2:16][CH2:15][CH2:14][CH2:13]2)=[O:9])=[N:4][CH:3]=1.C(O)(C(F)(F)F)=O, predict the reaction product. The product is: [NH2:23][C:20]1[N:21]=[CH:22][C:17](/[C:10](=[CH:11]\[CH:12]2[CH2:16][CH2:15][CH2:14][CH2:13]2)/[C:8]([NH:7][C:5]2[S:6][C:2]([Cl:1])=[CH:3][N:4]=2)=[O:9])=[CH:18][CH:19]=1.